Dataset: Forward reaction prediction with 1.9M reactions from USPTO patents (1976-2016). Task: Predict the product of the given reaction. Given the reactants C([NH:5][S:6]([C:9]1[S:10][C:11]([C:14]2[CH:19]=[C:18]([C:20]3[N:25]=[C:24]([C:26]([F:29])([F:28])[F:27])[CH:23]=[C:22]([C:30]4[CH:31]=[N:32][C:33]([C:36]([F:39])([F:38])[F:37])=[CH:34][CH:35]=4)[N:21]=3)[CH:17]=[CH:16][N:15]=2)=[CH:12][CH:13]=1)(=[O:8])=[O:7])(C)(C)C.C(O)(C(F)(F)F)=O, predict the reaction product. The product is: [F:29][C:26]([F:27])([F:28])[C:24]1[CH:23]=[C:22]([C:30]2[CH:31]=[N:32][C:33]([C:36]([F:38])([F:37])[F:39])=[CH:34][CH:35]=2)[N:21]=[C:20]([C:18]2[CH:17]=[CH:16][N:15]=[C:14]([C:11]3[S:10][C:9]([S:6]([NH2:5])(=[O:8])=[O:7])=[CH:13][CH:12]=3)[CH:19]=2)[N:25]=1.